From a dataset of Reaction yield outcomes from USPTO patents with 853,638 reactions. Predict the reaction yield, written as a fraction of the theoretical maximum amount of product (1.0 means a 100% yield; for example, 0.34 means a 34% yield). (1) The reactants are [CH3:1][O:2][C:3]([NH:5][C@H:6]([C:10]([N:12]1[CH2:16][C@@H:15]([CH3:17])[CH2:14][C@H:13]1[C:18]1[NH:22][C:21]2[C:23]3[C:28]([CH:29]=[CH:30][C:20]=2[N:19]=1)=[CH:27][C:26]1[C:31]2[C:36]([CH2:37][O:38][C:25]=1[CH:24]=3)=[CH:35][C:34]([C:39]1[NH:43][C:42]([C@@H:44]3[CH2:48][C@H:47]([CH2:49][O:50][CH3:51])[CH2:46][N:45]3C(OC(C)(C)C)=O)=[N:41][CH:40]=1)=[CH:33][CH:32]=2)=[O:11])[CH:7]([CH3:9])[CH3:8])=[O:4].Cl.[CH3:60][O:61][C:62]([NH:64][C@H:65]([C:69]1[CH:74]=[CH:73][CH:72]=[CH:71][CH:70]=1)[C:66]([OH:68])=O)=[O:63].CCOC(C(C#N)=NOC(N1CCOCC1)=[N+](C)C)=O.F[P-](F)(F)(F)(F)F.CCN(C(C)C)C(C)C. The catalyst is C(Cl)Cl.CO.CCOC(C)=O.CN(C=O)C.CO. The product is [CH3:1][O:2][C:3]([NH:5][C@@H:6]([CH:7]([CH3:9])[CH3:8])[C:10]([N:12]1[CH2:16][C@@H:15]([CH3:17])[CH2:14][C@H:13]1[C:18]1[NH:22][C:21]2[C:23]3[C:28]([CH:29]=[CH:30][C:20]=2[N:19]=1)=[CH:27][C:26]1[C:31]2[C:36]([CH2:37][O:38][C:25]=1[CH:24]=3)=[CH:35][C:34]([C:39]1[NH:43][C:42]([C@@H:44]3[CH2:48][C@H:47]([CH2:49][O:50][CH3:51])[CH2:46][N:45]3[C:66](=[O:68])[C@H:65]([NH:64][C:62](=[O:63])[O:61][CH3:60])[C:69]3[CH:74]=[CH:73][CH:72]=[CH:71][CH:70]=3)=[N:41][CH:40]=1)=[CH:33][CH:32]=2)=[O:11])=[O:4]. The yield is 0.380. (2) The reactants are C(O)(=O)/C=C\C(O)=[O:5].[CH3:9][N:10]1[C:22]2[CH2:21][CH2:20][CH:19]([CH2:23][N:24]3[CH:28]=[CH:27][N:26]=[C:25]3[CH3:29])[CH2:18][C:17]=2[C:16]2[C:11]1=[CH:12][CH:13]=[CH:14][CH:15]=2.ClC1C(=O)C(C#N)=C(C#N)C(=O)C=1Cl. The catalyst is C1COCC1. The product is [CH3:29][C:25]1[N:24]([CH2:23][CH:19]2[C:18](=[O:5])[C:17]3[C:16]4[CH:15]=[CH:14][CH:13]=[CH:12][C:11]=4[N:10]([CH3:9])[C:22]=3[CH2:21][CH2:20]2)[CH:28]=[CH:27][N:26]=1. The yield is 0.550. (3) The reactants are C([Li])CCC.[CH3:6][C:7]1[CH:11]=[CH:10][S:9][N:8]=1.[O:12]1[C:16]2([CH2:21][CH2:20][C:19](=[O:22])[CH2:18][CH2:17]2)[O:15][CH2:14][CH2:13]1. The product is [CH3:6][C:7]1[CH:11]=[C:10]([C:19]2([OH:22])[CH2:20][CH2:21][C:16]3([O:15][CH2:14][CH2:13][O:12]3)[CH2:17][CH2:18]2)[S:9][N:8]=1. The catalyst is CCCCCC.O1CCCC1. The yield is 0.706.